Dataset: Peptide-MHC class I binding affinity with 185,985 pairs from IEDB/IMGT. Task: Regression. Given a peptide amino acid sequence and an MHC pseudo amino acid sequence, predict their binding affinity value. This is MHC class I binding data. (1) The peptide sequence is GMFTNRLGSQ. The MHC is HLA-A11:01 with pseudo-sequence HLA-A11:01. The binding affinity (normalized) is 0. (2) The peptide sequence is KVFFGPIYY. The MHC is HLA-B15:01 with pseudo-sequence HLA-B15:01. The binding affinity (normalized) is 0.441.